This data is from NCI-60 drug combinations with 297,098 pairs across 59 cell lines. The task is: Regression. Given two drug SMILES strings and cell line genomic features, predict the synergy score measuring deviation from expected non-interaction effect. Drug 1: C1CCC(CC1)NC(=O)N(CCCl)N=O. Drug 2: CN(C)C1=NC(=NC(=N1)N(C)C)N(C)C. Cell line: NCI/ADR-RES. Synergy scores: CSS=12.8, Synergy_ZIP=-2.86, Synergy_Bliss=1.76, Synergy_Loewe=-0.346, Synergy_HSA=-0.239.